From a dataset of Forward reaction prediction with 1.9M reactions from USPTO patents (1976-2016). Predict the product of the given reaction. (1) Given the reactants [CH2:1]([O:3][C:4](=[O:31])/[C:5](/[C:10]([NH:12][C:13]1[CH:18]=[CH:17][C:16]([C:19]2([C:24]3[CH:29]=[CH:28][C:27]([Cl:30])=[CH:26][CH:25]=3)[O:23][CH2:22][CH2:21][O:20]2)=[CH:15][CH:14]=1)=O)=[CH:6]\[O:7]CC)[CH3:2], predict the reaction product. The product is: [CH2:1]([O:3][C:4]([C:5]1[CH:10]=[N:12][C:13]2[C:14]([C:6]=1[OH:7])=[CH:15][C:16]([C:19]1([C:24]3[CH:25]=[CH:26][C:27]([Cl:30])=[CH:28][CH:29]=3)[O:20][CH2:21][CH2:22][O:23]1)=[CH:17][CH:18]=2)=[O:31])[CH3:2]. (2) Given the reactants [NH2:1][C:2]1[CH:7]=[CH:6][C:5]([Cl:8])=[CH:4][C:3]=1[C:9]([C:11]1[CH:16]=[CH:15][N:14]=[CH:13][CH:12]=1)=[O:10].[C:17]([C:19]1[CH:20]=[C:21]([S:25](Cl)(=[O:27])=[O:26])[CH:22]=[CH:23][CH:24]=1)#[N:18], predict the reaction product. The product is: [Cl:8][C:5]1[CH:6]=[CH:7][C:2]([NH:1][S:25]([C:21]2[CH:22]=[CH:23][CH:24]=[C:19]([C:17]#[N:18])[CH:20]=2)(=[O:27])=[O:26])=[C:3]([C:9]([C:11]2[CH:16]=[CH:15][N:14]=[CH:13][CH:12]=2)=[O:10])[CH:4]=1.